This data is from Retrosynthesis with 50K atom-mapped reactions and 10 reaction types from USPTO. The task is: Predict the reactants needed to synthesize the given product. (1) Given the product Cc1c(Sc2ccc(S(C)(=O)=O)cc2Cl)c2cc(C#N)ccn2c1CC(=O)O, predict the reactants needed to synthesize it. The reactants are: CCOC(=O)Cc1c(C)c(Sc2ccc(S(C)(=O)=O)cc2Cl)c2cc(C#N)ccn12. (2) Given the product COc1ccc(-c2ccc3[nH]c(=O)c(-c4nc5ccccc5[nH]4)c(N[C@@H]4CN5CCC4CC5)c3c2)cc1, predict the reactants needed to synthesize it. The reactants are: COc1ccc(B(O)O)cc1.O=c1[nH]c2ccc(Br)cc2c(N[C@@H]2CN3CCC2CC3)c1-c1nc2ccccc2[nH]1. (3) Given the product Nc1cc(Cl)sc1S(=O)(=O)NC(=S)NC1CCCCC1, predict the reactants needed to synthesize it. The reactants are: Nc1cc(Cl)sc1S(N)(=O)=O.S=C=NC1CCCCC1. (4) Given the product CCCCCCCCCCCCCCCCCCOC(COC(c1ccccc1)(c1ccccc1)c1ccccc1)COS(=O)(=O)c1ccc(C)cc1, predict the reactants needed to synthesize it. The reactants are: CCCCCCCCCCCCCCCCCCOC(CO)COC(c1ccccc1)(c1ccccc1)c1ccccc1.Cc1ccc(S(=O)(=O)Cl)cc1. (5) Given the product c1ccc(Oc2ccc(-c3nnn[nH]3)cc2)cc1, predict the reactants needed to synthesize it. The reactants are: C[Si](C)(C)N=[N+]=[N-].N#Cc1ccc(Oc2ccccc2)cc1. (6) Given the product c1ccc(C2CNc3ccccc32)cc1, predict the reactants needed to synthesize it. The reactants are: c1ccc(-c2c[nH]c3ccccc23)cc1. (7) Given the product COc1ccc(C2=C(c3ccc(O)cc3)CCCc3cc(O)ccc32)cc1, predict the reactants needed to synthesize it. The reactants are: COc1ccc(C2=C(c3ccc(O)cc3)CCCc3cc(OCc4ccccc4)ccc32)cc1. (8) Given the product CC(C)n1nc(-c2sc(C(=O)N(C)C)nc2-c2ccccc2)ccc1=O, predict the reactants needed to synthesize it. The reactants are: CI.CNC(=O)c1nc(-c2ccccc2)c(-c2ccc(=O)n(C(C)C)n2)s1.